This data is from TCR-epitope binding with 47,182 pairs between 192 epitopes and 23,139 TCRs. The task is: Binary Classification. Given a T-cell receptor sequence (or CDR3 region) and an epitope sequence, predict whether binding occurs between them. (1) The epitope is AYILFTRFFYV. The TCR CDR3 sequence is CASSWDKSYEQYF. Result: 0 (the TCR does not bind to the epitope). (2) The epitope is GTSGSPIVNR. Result: 1 (the TCR binds to the epitope). The TCR CDR3 sequence is CASSSGSYEQYF. (3) The epitope is FADDLNQLTGY. The TCR CDR3 sequence is CASSGKDRTEAFF. Result: 0 (the TCR does not bind to the epitope). (4) The epitope is ELAGIGILTV. The TCR CDR3 sequence is CASSQEPGDEQFF. Result: 0 (the TCR does not bind to the epitope). (5) The epitope is TPRVTGGGAM. The TCR CDR3 sequence is CATAPINSPLHF. Result: 0 (the TCR does not bind to the epitope).